The task is: Predict which catalyst facilitates the given reaction.. This data is from Catalyst prediction with 721,799 reactions and 888 catalyst types from USPTO. Reactant: C1COCC1.[F-:6].C([N+](CCCC)(CCCC)CCCC)CCC.C(#N)C.CS(O[CH2:32][CH2:33][CH2:34][C:35]1[CH:40]=[CH:39][C:38]([C:41]2[CH:46]=[CH:45][C:44]([O:47][CH2:48][CH3:49])=[C:43]([F:50])[C:42]=2[F:51])=[CH:37][CH:36]=1)(=O)=O. Product: [CH2:48]([O:47][C:44]1[CH:45]=[CH:46][C:41]([C:38]2[CH:39]=[CH:40][C:35]([CH2:34][CH2:33][CH2:32][F:6])=[CH:36][CH:37]=2)=[C:42]([F:51])[C:43]=1[F:50])[CH3:49]. The catalyst class is: 6.